Dataset: Peptide-MHC class I binding affinity with 185,985 pairs from IEDB/IMGT. Task: Regression. Given a peptide amino acid sequence and an MHC pseudo amino acid sequence, predict their binding affinity value. This is MHC class I binding data. (1) The peptide sequence is CRTAFKPVL. The MHC is HLA-A02:11 with pseudo-sequence HLA-A02:11. The binding affinity (normalized) is 0.0847. (2) The peptide sequence is DIKLIDIAL. The MHC is HLA-B15:01 with pseudo-sequence HLA-B15:01. The binding affinity (normalized) is 0.0847. (3) The peptide sequence is RPALVVDTP. The MHC is HLA-A11:01 with pseudo-sequence HLA-A11:01. The binding affinity (normalized) is 0.0847. (4) The peptide sequence is IPRRNVATL. The MHC is HLA-B40:01 with pseudo-sequence HLA-B40:01. The binding affinity (normalized) is 0.0847. (5) The binding affinity (normalized) is 0.247. The peptide sequence is IISSTPFAEY. The MHC is HLA-A01:01 with pseudo-sequence HLA-A01:01.